Dataset: Reaction yield outcomes from USPTO patents with 853,638 reactions. Task: Predict the reaction yield, written as a fraction of the theoretical maximum amount of product (1.0 means a 100% yield; for example, 0.34 means a 34% yield). (1) The product is [F:30][C:27]1[CH:28]=[CH:29][C:24]([C:9]2[CH2:14][CH2:13][N:12]([C:15]([O:17][C:18]([CH3:19])([CH3:20])[CH3:21])=[O:16])[CH2:11][CH:10]=2)=[CH:25][CH:26]=1. The reactants are CC1(C)C(C)(C)OB([C:9]2[CH2:14][CH2:13][N:12]([C:15]([O:17][C:18]([CH3:21])([CH3:20])[CH3:19])=[O:16])[CH2:11][CH:10]=2)O1.Br[C:24]1[CH:29]=[CH:28][C:27]([F:30])=[CH:26][CH:25]=1.C([O-])([O-])=O.[K+].[K+].O. The yield is 0.450. The catalyst is C1(C)C=CC=CC=1.CCO.C1C=CC([P]([Pd]([P](C2C=CC=CC=2)(C2C=CC=CC=2)C2C=CC=CC=2)([P](C2C=CC=CC=2)(C2C=CC=CC=2)C2C=CC=CC=2)[P](C2C=CC=CC=2)(C2C=CC=CC=2)C2C=CC=CC=2)(C2C=CC=CC=2)C2C=CC=CC=2)=CC=1. (2) The reactants are [Cl:1][C:2]1[C:11]2[C:6](=[CH:7][CH:8]=[CH:9][C:10]=2[O:12][CH:13]2[CH2:18][CH2:17][N:16]([CH3:19])[CH2:15][CH2:14]2)[N:5]=[CH:4][N:3]=1.[Cl:20][C:21]1[CH:22]=[C:23]([CH:25]=[CH:26][C:27]=1[O:28][C:29]1[CH:34]=[CH:33][CH:32]=[CH:31][CH:30]=1)[NH2:24]. No catalyst specified. The product is [ClH:1].[Cl:20][C:21]1[CH:22]=[C:23]([CH:25]=[CH:26][C:27]=1[O:28][C:29]1[CH:34]=[CH:33][CH:32]=[CH:31][CH:30]=1)[NH:24][C:2]1[C:11]2[C:6](=[CH:7][CH:8]=[CH:9][C:10]=2[O:12][CH:13]2[CH2:18][CH2:17][N:16]([CH3:19])[CH2:15][CH2:14]2)[N:5]=[CH:4][N:3]=1. The yield is 0.510. (3) The reactants are C1(N2CCN(CC3CCC4C(=CC=CC=4)N3)CC2)C2C(=CC=CC=2)C=CN=1.[CH3:28][O:29][C:30]1[CH:51]=[CH:50][CH:49]=[CH:48][C:31]=1[O:32][CH2:33][CH2:34][N:35]([CH3:47])[CH2:36][C:37]1[CH:46]=[CH:45][C:44]2[C:39](=[CH:40][CH:41]=[CH:42][CH:43]=2)[N:38]=1. No catalyst specified. The product is [CH3:28][O:29][C:30]1[CH:51]=[CH:50][CH:49]=[CH:48][C:31]=1[O:32][CH2:33][CH2:34][N:35]([CH3:47])[CH2:36][CH:37]1[CH2:46][CH2:45][C:44]2[C:39](=[CH:40][CH:41]=[CH:42][CH:43]=2)[NH:38]1. The yield is 0.670. (4) The reactants are [F:1][C:2]([F:35])([F:34])[C:3]1[CH:8]=[CH:7][C:6]([C:9]2[CH:14]=[CH:13][C:12]([C:15]3[C:19]4[CH2:20][C:21]5[S:22][CH:23]=[CH:24][C:25]=5[C:18]=4[N:17](COCC[Si](C)(C)C)[N:16]=3)=[CH:11][CH:10]=2)=[CH:5][CH:4]=1.Cl. The catalyst is CO. The product is [F:35][C:2]([F:1])([F:34])[C:3]1[CH:8]=[CH:7][C:6]([C:9]2[CH:10]=[CH:11][C:12]([C:15]3[C:19]4[CH2:20][C:21]5[S:22][CH:23]=[CH:24][C:25]=5[C:18]=4[NH:17][N:16]=3)=[CH:13][CH:14]=2)=[CH:5][CH:4]=1. The yield is 0.380.